Dataset: Reaction yield outcomes from USPTO patents with 853,638 reactions. Task: Predict the reaction yield, written as a fraction of the theoretical maximum amount of product (1.0 means a 100% yield; for example, 0.34 means a 34% yield). (1) The reactants are [CH:1]([C:3]1[CH:8]=[CH:7][C:6]([N:9]2[CH:13]=[N:12][CH:11]=[N:10]2)=[CH:5][CH:4]=1)=[CH2:2].[Li][CH2:15]CCC.CI. The catalyst is C1COCC1. The product is [CH3:15][C:13]1[N:9]([C:6]2[CH:5]=[CH:4][C:3]([CH:1]=[CH2:2])=[CH:8][CH:7]=2)[N:10]=[CH:11][N:12]=1. The yield is 0.460. (2) The reactants are [O:1]=[C:2]1[N:6]([C:7]([O:9][C:10]([CH3:13])([CH3:12])[CH3:11])=[O:8])[CH:5]([C:14]([O:16][CH2:17][CH3:18])=[O:15])[CH2:4][CH2:3]1.[CH3:19][Mg+].[Br-]. The catalyst is C1COCC1. The product is [C:10]([O:9][C:7]([NH:6][CH:5]([CH2:4][CH2:3][C:2](=[O:1])[CH3:19])[C:14]([O:16][CH2:17][CH3:18])=[O:15])=[O:8])([CH3:13])([CH3:12])[CH3:11]. The yield is 0.790.